Task: Predict the reaction yield, written as a fraction of the theoretical maximum amount of product (1.0 means a 100% yield; for example, 0.34 means a 34% yield).. Dataset: Reaction yield outcomes from USPTO patents with 853,638 reactions The reactants are B([C:4]1[CH:12]=[CH:11][C:7]([C:8]([OH:10])=[O:9])=[CH:6][CH:5]=1)(O)O.Br[C:14]1[CH:19]=[CH:18][CH:17]=[CH:16][N:15]=1.C([O-])([O-])=O.[K+].[K+]. The catalyst is O1CCOCC1.O.C1C=CC(P(C2C=CC=CC=2)[C-]2C=CC=C2)=CC=1.C1C=CC(P(C2C=CC=CC=2)[C-]2C=CC=C2)=CC=1.Cl[Pd]Cl.[Fe+2]. The product is [N:15]1[CH:16]=[CH:17][CH:18]=[CH:19][C:14]=1[C:4]1[CH:12]=[CH:11][C:7]([C:8]([OH:10])=[O:9])=[CH:6][CH:5]=1. The yield is 0.418.